This data is from Reaction yield outcomes from USPTO patents with 853,638 reactions. The task is: Predict the reaction yield, written as a fraction of the theoretical maximum amount of product (1.0 means a 100% yield; for example, 0.34 means a 34% yield). (1) The reactants are CS(O[CH2:6][CH2:7][C:8]1[N:12]([CH3:13])[N:11]=[N:10][C:9]=1[CH2:14][O:15][Si](C(C)(C)C)(C)C)(=O)=O.[NH:23]1[CH2:26][CH2:25][CH2:24]1. The catalyst is C1COCC1. The product is [N:23]1([CH2:6][CH2:7][C:8]2[N:12]([CH3:13])[N:11]=[N:10][C:9]=2[CH2:14][OH:15])[CH2:26][CH2:25][CH2:24]1. The yield is 0.290. (2) The reactants are C1(P(C2CCCCC2)C2C=CC=CC=2C2C=CC=CC=2C)CCCCC1.Br[C:28]1[CH:29]=[CH:30][C:31]([F:34])=[N:32][CH:33]=1.[O-]P([O-])([O-])=O.[K+].[K+].[K+].[CH3:43][C:44]([CH3:46])=[O:45]. The catalyst is C1C=CC(/C=C/C(/C=C/C2C=CC=CC=2)=O)=CC=1.C1C=CC(/C=C/C(/C=C/C2C=CC=CC=2)=O)=CC=1.C1C=CC(/C=C/C(/C=C/C2C=CC=CC=2)=O)=CC=1.C(Cl)(Cl)Cl.[Pd].[Pd]. The product is [F:34][C:31]1[N:32]=[CH:33][C:28]([CH2:43][C:44](=[O:45])[CH3:46])=[CH:29][CH:30]=1. The yield is 0.550. (3) The reactants are C([O-])([O-])=O.[K+].[K+].[CH3:7][C:8]1[CH:14]=[CH:13][CH:12]=[CH:11][C:9]=1[NH2:10].Br[CH2:16][C:17]1[CH:26]=[CH:25][C:24]2[C:19](=[CH:20][CH:21]=[CH:22][CH:23]=2)[C:18]=1[B:27]1[O:31][C:30]([CH3:33])([CH3:32])[C:29]([CH3:35])([CH3:34])[O:28]1.O. The catalyst is CN(C=O)C. The product is [CH3:7][C:8]1[CH:14]=[CH:13][CH:12]=[CH:11][C:9]=1[NH:10][CH2:16][C:17]1[CH:26]=[CH:25][C:24]2[C:19](=[CH:20][CH:21]=[CH:22][CH:23]=2)[C:18]=1[B:27]1[O:31][C:30]([CH3:33])([CH3:32])[C:29]([CH3:35])([CH3:34])[O:28]1. The yield is 0.670. (4) The reactants are Br[C:2]1[CH:30]=[CH:29][C:5]([O:6][C:7]2[C:16]3[C:11](=[CH:12][C:13]([O:19][CH2:20][CH2:21][CH2:22][N:23]4[CH2:28][CH2:27][O:26][CH2:25][CH2:24]4)=[C:14]([O:17][CH3:18])[CH:15]=3)[N:10]=[CH:9][CH:8]=2)=[C:4]([F:31])[CH:3]=1.[CH2:32]([O:39][C:40]1[C:41]([NH2:46])=[N:42][CH:43]=[CH:44][CH:45]=1)[C:33]1[CH:38]=[CH:37][CH:36]=[CH:35][CH:34]=1.C1(P(C2C=CC=CC=2)C2C3OC4C(=CC=CC=4P(C4C=CC=CC=4)C4C=CC=CC=4)C(C)(C)C=3C=CC=2)C=CC=CC=1.C([O-])([O-])=O.[Cs+].[Cs+]. The catalyst is O1CCOCC1.C1C=CC(/C=C/C(/C=C/C2C=CC=CC=2)=O)=CC=1.C1C=CC(/C=C/C(/C=C/C2C=CC=CC=2)=O)=CC=1.C1C=CC(/C=C/C(/C=C/C2C=CC=CC=2)=O)=CC=1.[Pd].[Pd].O. The product is [CH2:32]([O:39][C:40]1[C:41]([NH:46][C:2]2[CH:30]=[CH:29][C:5]([O:6][C:7]3[C:16]4[C:11](=[CH:12][C:13]([O:19][CH2:20][CH2:21][CH2:22][N:23]5[CH2:28][CH2:27][O:26][CH2:25][CH2:24]5)=[C:14]([O:17][CH3:18])[CH:15]=4)[N:10]=[CH:9][CH:8]=3)=[C:4]([F:31])[CH:3]=2)=[N:42][CH:43]=[CH:44][CH:45]=1)[C:33]1[CH:34]=[CH:35][CH:36]=[CH:37][CH:38]=1. The yield is 0.680.